Dataset: Catalyst prediction with 721,799 reactions and 888 catalyst types from USPTO. Task: Predict which catalyst facilitates the given reaction. (1) Reactant: [NH2:1][C:2]1[N:7]([C:8]2[CH:13]=[CH:12][CH:11]=[C:10]([Cl:14])[CH:9]=2)[C:6](=[S:15])[NH:5][C:4](=[O:16])[CH:3]=1.[N:17]([O-])=[O:18].[Na+]. Product: [NH2:1][C:2]1[N:7]([C:8]2[CH:13]=[CH:12][CH:11]=[C:10]([Cl:14])[CH:9]=2)[C:6](=[S:15])[NH:5][C:4](=[O:16])[C:3]=1[N:17]=[O:18]. The catalyst class is: 86. (2) Reactant: [CH2:1]([O:3][C:4]([C:6]1([C:9]2[CH:14]=[CH:13][C:12]([C:15]3[CH:20]=[CH:19][C:18]([C:21]4[O:25][N:24]=[C:23]([CH3:26])[C:22]=4/[CH:27]=[CH:28]/[C:29]([O:31][CH3:32])=[O:30])=[CH:17][CH:16]=3)=[CH:11][CH:10]=2)[CH2:8][CH2:7]1)=[O:5])[CH3:2].CCO. Product: [CH2:1]([O:3][C:4]([C:6]1([C:9]2[CH:10]=[CH:11][C:12]([C:15]3[CH:20]=[CH:19][C:18]([C:21]4[O:25][N:24]=[C:23]([CH3:26])[C:22]=4[CH2:27][CH2:28][C:29]([O:31][CH3:32])=[O:30])=[CH:17][CH:16]=3)=[CH:13][CH:14]=2)[CH2:8][CH2:7]1)=[O:5])[CH3:2]. The catalyst class is: 350. (3) Reactant: [C:1]([O:5][C:6]([N:8]1[CH2:11][CH:10]([O:12][C:13]2[CH:18]=[C:17]([Cl:19])[CH:16]=[CH:15][C:14]=2[OH:20])[CH2:9]1)=[O:7])([CH3:4])([CH3:3])[CH3:2].C([O:23][C:24]([C:26]1[CH:30]=[C:29]([CH2:31]Br)[O:28][C:27]=1[C:33]([F:36])([F:35])[F:34])=[O:25])C.C([O-])([O-])=O.[Cs+].[Cs+].[OH-].[Na+]. Product: [C:1]([O:5][C:6]([N:8]1[CH2:9][CH:10]([O:12][C:13]2[CH:18]=[C:17]([Cl:19])[CH:16]=[CH:15][C:14]=2[O:20][CH2:31][C:29]2[O:28][C:27]([C:33]([F:35])([F:34])[F:36])=[C:26]([C:24]([OH:25])=[O:23])[CH:30]=2)[CH2:11]1)=[O:7])([CH3:4])([CH3:2])[CH3:3]. The catalyst class is: 31. (4) The catalyst class is: 87. Reactant: C([O:3][C:4](=[O:15])[C:5]([CH3:14])([CH3:13])[CH2:6][CH2:7][CH2:8][CH2:9][CH2:10][CH:11]=[CH2:12])C.[Li+].[OH-]. Product: [CH3:13][C:5]([CH3:14])([CH2:6][CH2:7][CH2:8][CH2:9][CH2:10][CH:11]=[CH2:12])[C:4]([OH:15])=[O:3].